From a dataset of Reaction yield outcomes from USPTO patents with 853,638 reactions. Predict the reaction yield, written as a fraction of the theoretical maximum amount of product (1.0 means a 100% yield; for example, 0.34 means a 34% yield). The reactants are [CH:1]1[C:10]2[C:5](=[CH:6][CH:7]=[CH:8][CH:9]=2)[CH:4]=[CH:3][C:2]=1[OH:11]. The catalyst is C1C2C(=CC=CC=2)C=CC=1O.C(Cl)(Cl)(Cl)Cl. The product is [CH:7]1[CH:6]=[C:5]2[CH:4]=[CH:3][C:2]([OH:11])=[C:1]([C:1]3[C:10]4[C:5](=[CH:6][CH:7]=[CH:8][CH:9]=4)[CH:4]=[CH:3][C:2]=3[OH:11])[C:10]2=[CH:9][CH:8]=1. The yield is 0.850.